Dataset: Reaction yield outcomes from USPTO patents with 853,638 reactions. Task: Predict the reaction yield, written as a fraction of the theoretical maximum amount of product (1.0 means a 100% yield; for example, 0.34 means a 34% yield). (1) The reactants are [CH3:1][C:2]1[O:6][N:5]=[C:4]([C:7]2[CH:12]=[CH:11][CH:10]=[CH:9][CH:8]=2)[C:3]=1[CH2:13][O:14][C:15]1[CH:23]=[CH:22][C:18]([C:19]([OH:21])=O)=[CH:17][N:16]=1.[CH2:24]([S:28]([NH2:31])(=[O:30])=[O:29])[CH2:25][CH2:26][CH3:27]. The catalyst is ClCCl.CN(C)C1C=CN=CC=1. The product is [CH3:1][C:2]1[O:6][N:5]=[C:4]([C:7]2[CH:8]=[CH:9][CH:10]=[CH:11][CH:12]=2)[C:3]=1[CH2:13][O:14][C:15]1[N:16]=[CH:17][C:18]([C:19]([NH:31][S:28]([CH2:24][CH2:25][CH2:26][CH3:27])(=[O:30])=[O:29])=[O:21])=[CH:22][CH:23]=1. The yield is 0.120. (2) The reactants are [CH3:1][C:2]1[CH:3]=[C:4]2[C:8](=[C:9]([N:11]([CH3:20])[S:12]([C:15]3[S:16][CH:17]=[CH:18][CH:19]=3)(=[O:14])=[O:13])[CH:10]=1)[NH:7][C:6]([C:21]1[S:22][CH:23]([CH2:26]C(O)=O)[CH2:24][N:25]=1)=[CH:5]2.[CH2:30]([OH:37])[C:31]1[CH:36]=[CH:35][CH:34]=[CH:33][CH:32]=1.C([N:40]([CH2:43]C)CC)C.C1(P(N=[N+]=[N-])(C2C=CC=CC=2)=[O:52])C=CC=CC=1. The catalyst is CN(C)C=O.O. The product is [CH3:1][C:2]1[CH:3]=[C:4]2[C:8](=[C:9]([N:11]([CH3:20])[S:12]([C:15]3[S:16][CH:17]=[CH:18][CH:19]=3)(=[O:14])=[O:13])[CH:10]=1)[NH:7][C:6]([C:21]1[S:22][CH:23]([CH2:26][NH:40][C:43](=[O:52])[O:37][CH2:30][C:31]3[CH:36]=[CH:35][CH:34]=[CH:33][CH:32]=3)[CH2:24][N:25]=1)=[CH:5]2. The yield is 0.180. (3) The reactants are [CH:1]1([N:5]([CH2:21][CH2:22][CH2:23][C:24]2[C:32]3[C:27](=[CH:28][CH:29]=[C:30]([F:33])[CH:31]=3)[NH:26][CH:25]=2)[CH:6]2[CH2:15][C:14]3[C:13]([C:16]([O:18]C)=[O:17])=[CH:12][CH:11]=[C:10]([F:20])[C:9]=3[O:8][CH2:7]2)[CH2:4][CH2:3][CH2:2]1.[OH-].[Na+].O. The catalyst is C(O)C. The product is [CH:1]1([N:5]([CH2:21][CH2:22][CH2:23][C:24]2[C:32]3[C:27](=[CH:28][CH:29]=[C:30]([F:33])[CH:31]=3)[NH:26][CH:25]=2)[CH:6]2[CH2:15][C:14]3[C:13]([C:16]([OH:18])=[O:17])=[CH:12][CH:11]=[C:10]([F:20])[C:9]=3[O:8][CH2:7]2)[CH2:2][CH2:3][CH2:4]1. The yield is 0.650. (4) The reactants are [N+:1]([C:4]1[CH:9]=[CH:8][CH:7]=[C:6]([N+:10]([O-])=O)[C:5]=1[O:13][CH3:14])([O-])=O.[NH4+].[Cl-]. The catalyst is O.[Zn]. The product is [NH2:1][C:4]1[CH:9]=[CH:8][CH:7]=[C:6]([NH2:10])[C:5]=1[O:13][CH3:14]. The yield is 0.950. (5) The catalyst is O1CCCC1.C(O)C.C(OCC)(=O)C. The product is [CH2:6]([C:10]1[N:11]=[C:12]([CH3:47])[N:13]([C:32]2[CH:33]=[CH:34][C:35]([O:36][C:37]([CH3:44])([CH3:43])[CH2:38][OH:39])=[CH:45][CH:46]=2)[C:14](=[O:31])[C:15]=1[CH2:16][C:17]1[CH:18]=[CH:19][C:20]([C:23]2[C:24]([C:29]#[N:30])=[CH:25][CH:26]=[CH:27][CH:28]=2)=[CH:21][CH:22]=1)[CH2:7][CH2:8][CH3:9]. The reactants are [BH4-].[Na+].[Cl-].[Ca+2].[Cl-].[CH2:6]([C:10]1[N:11]=[C:12]([CH3:47])[N:13]([C:32]2[CH:46]=[CH:45][C:35]([O:36][C:37]([CH3:44])([CH3:43])[C:38](OCC)=[O:39])=[CH:34][CH:33]=2)[C:14](=[O:31])[C:15]=1[CH2:16][C:17]1[CH:22]=[CH:21][C:20]([C:23]2[CH:28]=[CH:27][CH:26]=[CH:25][C:24]=2[C:29]#[N:30])=[CH:19][CH:18]=1)[CH2:7][CH2:8][CH3:9]. The yield is 0.600.